From a dataset of Catalyst prediction with 721,799 reactions and 888 catalyst types from USPTO. Predict which catalyst facilitates the given reaction. Reactant: [CH2:1]([CH:8]1[CH2:13][CH2:12][N:11]([C:14](=[O:27])[C:15]([NH:17][C:18]2[CH:23]=[CH:22][C:21]([N+:24]([O-])=O)=[CH:20][CH:19]=2)=[O:16])[CH2:10][CH2:9]1)[C:2]1[CH:7]=[CH:6][CH:5]=[CH:4][CH:3]=1.[ClH:28]. Product: [ClH:28].[NH2:24][C:21]1[CH:22]=[CH:23][C:18]([NH:17][C:15](=[O:16])[C:14]([N:11]2[CH2:12][CH2:13][CH:8]([CH2:1][C:2]3[CH:3]=[CH:4][CH:5]=[CH:6][CH:7]=3)[CH2:9][CH2:10]2)=[O:27])=[CH:19][CH:20]=1. The catalyst class is: 13.